This data is from Forward reaction prediction with 1.9M reactions from USPTO patents (1976-2016). The task is: Predict the product of the given reaction. (1) Given the reactants [CH2:1]([C:3]1[C:11]2[C:6](=[CH:7][CH:8]=[CH:9][C:10]=2[NH:12][C:13]([C:15]2[N:19]3[CH:20]=[CH:21][C:22]([O:24][CH2:25][C@@H:26]4[C@@H:30]([OH:31])[CH2:29][CH2:28][NH:27]4)=[CH:23][C:18]3=[N:17][CH:16]=2)=[O:14])[N:5]([CH2:32][C:33]2[CH:38]=[CH:37][CH:36]=[C:35]([CH3:39])[N:34]=2)[N:4]=1)[CH3:2].C=O.[BH-](OC(C)=O)(OC(C)=O)O[C:44](C)=O.[Na+], predict the reaction product. The product is: [CH2:1]([C:3]1[C:11]2[C:6](=[CH:7][CH:8]=[CH:9][C:10]=2[NH:12][C:13]([C:15]2[N:19]3[CH:20]=[CH:21][C:22]([O:24][CH2:25][C@@H:26]4[C@@H:30]([OH:31])[CH2:29][CH2:28][N:27]4[CH3:44])=[CH:23][C:18]3=[N:17][CH:16]=2)=[O:14])[N:5]([CH2:32][C:33]2[CH:38]=[CH:37][CH:36]=[C:35]([CH3:39])[N:34]=2)[N:4]=1)[CH3:2]. (2) Given the reactants CCN=C=NCCCN(C)C.Cl.[C:13]([NH:16][C:17]1[CH:22]=[C:21]([Cl:23])[C:20]([F:24])=[CH:19][C:18]=1/[CH:25]=[CH:26]/[C:27]([OH:29])=O)(=[O:15])[CH3:14].[F:30][C:31]1[CH:47]=[CH:46][C:34]([CH2:35][N:36]2[CH2:43][CH:42]3[NH:44][CH:38]([CH2:39]N(C)[CH2:41]3)[CH2:37]2)=[CH:33][CH:32]=1, predict the reaction product. The product is: [Cl:23][C:21]1[C:20]([F:24])=[CH:19][C:18](/[CH:25]=[CH:26]/[C:27]([N:44]2[CH:38]3[CH2:39][CH2:41][CH:42]2[CH2:43][N:36]([CH2:35][C:34]2[CH:33]=[CH:32][C:31]([F:30])=[CH:47][CH:46]=2)[CH2:37]3)=[O:29])=[C:17]([NH:16][C:13](=[O:15])[CH3:14])[CH:22]=1. (3) Given the reactants [C:1]1([S:11](Cl)(=[O:13])=[O:12])[C:10]2[C:5](=[CH:6][CH:7]=[CH:8][CH:9]=2)[CH:4]=[CH:3][CH:2]=1.[C:15]([C:17]1[CH:39]=[CH:38][C:20]([O:21][C:22]2[CH:27]=[C:26]([O:28][C:29]3[CH:34]=[CH:33][C:32]([C:35]#[N:36])=[CH:31][CH:30]=3)[CH:25]=[CH:24][C:23]=2[NH2:37])=[CH:19][CH:18]=1)#[N:16], predict the reaction product. The product is: [C:15]([C:17]1[CH:39]=[CH:38][C:20]([O:21][C:22]2[CH:27]=[C:26]([O:28][C:29]3[CH:34]=[CH:33][C:32]([C:35]#[N:36])=[CH:31][CH:30]=3)[CH:25]=[CH:24][C:23]=2[NH:37][S:11]([C:1]2[C:10]3[C:5](=[CH:6][CH:7]=[CH:8][CH:9]=3)[CH:4]=[CH:3][CH:2]=2)(=[O:13])=[O:12])=[CH:19][CH:18]=1)#[N:16]. (4) Given the reactants [CH:1]([N:4]1[C:8]([C:9]2[N:10]=[C:11]3[C:17]4[CH:18]=[CH:19][C:20]([CH:22]=C)=[CH:21][C:16]=4[O:15][CH2:14][CH2:13][N:12]3[CH:24]=2)=[N:7][C:6]([CH3:25])=[N:5]1)([CH3:3])[CH3:2].I([O-])(=O)(=O)=[O:27].[Na+], predict the reaction product. The product is: [CH:1]([N:4]1[C:8]([C:9]2[N:10]=[C:11]3[C:17]4[CH:18]=[CH:19][C:20]([CH:22]=[O:27])=[CH:21][C:16]=4[O:15][CH2:14][CH2:13][N:12]3[CH:24]=2)=[N:7][C:6]([CH3:25])=[N:5]1)([CH3:2])[CH3:3]. (5) Given the reactants C(OC(=O)[NH:7][C:8]1[CH:13]=[C:12]([CH3:14])[C:11]([C:15]([F:18])([F:17])[F:16])=[CH:10][C:9]=1[NH:19][C:20](=[O:37])[CH2:21][C:22]([C:24]1[CH:29]=[CH:28][CH:27]=[C:26]([C:30]2[CH:35]=[CH:34][N:33]=[C:32]([CH3:36])[CH:31]=2)[CH:25]=1)=O)(C)(C)C.C(O)(C(F)(F)F)=O, predict the reaction product. The product is: [CH3:14][C:12]1[C:11]([C:15]([F:17])([F:16])[F:18])=[CH:10][C:9]2[NH:19][C:20](=[O:37])[CH2:21][C:22]([C:24]3[CH:29]=[CH:28][CH:27]=[C:26]([C:30]4[CH:35]=[CH:34][N:33]=[C:32]([CH3:36])[CH:31]=4)[CH:25]=3)=[N:7][C:8]=2[CH:13]=1. (6) Given the reactants N[C:2]1[CH:3]=[CH:4][C:5]2[C:11](=[O:12])[NH:10][CH2:9][CH2:8][CH2:7][C:6]=2[CH:13]=1.[I:14]C(I)I.N(OC(C)(C)C)=O, predict the reaction product. The product is: [I:14][C:2]1[CH:3]=[CH:4][C:5]2[C:11](=[O:12])[NH:10][CH2:9][CH2:8][CH2:7][C:6]=2[CH:13]=1.